Dataset: Full USPTO retrosynthesis dataset with 1.9M reactions from patents (1976-2016). Task: Predict the reactants needed to synthesize the given product. (1) Given the product [C:17]1([S:23]([N:26]2[C:34]3[C:29](=[CH:30][CH:31]=[CH:32][CH:33]=3)[C:28]([C:11]3[C:12]([O:14][CH:9]([O:8][CH2:1][C:2]4[CH:7]=[CH:6][CH:5]=[CH:4][CH:3]=4)[C:10]=3[C:28]3[C:29]4[C:34](=[CH:33][CH:32]=[CH:31][CH:30]=4)[N:26]([S:23]([C:17]4[CH:22]=[CH:21][CH:20]=[CH:19][CH:18]=4)(=[O:25])=[O:24])[CH:27]=3)=[O:13])=[CH:27]2)(=[O:25])=[O:24])[CH:22]=[CH:21][CH:20]=[CH:19][CH:18]=1, predict the reactants needed to synthesize it. The reactants are: [CH2:1]([O:8][CH:9]1[O:14][C:12](=[O:13])[C:11](Br)=[C:10]1Br)[C:2]1[CH:7]=[CH:6][CH:5]=[CH:4][CH:3]=1.[C:17]1([S:23]([N:26]2[C:34]3[C:29](=[CH:30][CH:31]=[CH:32][CH:33]=3)[C:28](B(O)O)=[CH:27]2)(=[O:25])=[O:24])[CH:22]=[CH:21][CH:20]=[CH:19][CH:18]=1.[F-].[Cs+]. (2) The reactants are: Cl[C:2]([O:4][CH2:5][C:6]1[CH:11]=[CH:10][CH:9]=[CH:8][CH:7]=1)=[O:3].[NH2:12][C@H:13]1[CH2:18][CH2:17][C@H:16]([C:19]([OH:21])=O)[CH2:15][CH2:14]1.C(=O)([O-])[O-].[Na+].[Na+].[OH-].[Na+].Cl.[CH3:31][NH:32][O:33][CH3:34].Cl.CN(C)CCCN=C=NCC.ON1C2C=CC=CC=2N=N1.C(N(CC)CC)C.[Cl-].[Na+]. Given the product [CH2:5]([O:4][C:2](=[O:3])[NH:12][C@H:13]1[CH2:18][CH2:17][C@H:16]([C:19](=[O:21])[N:32]([O:33][CH3:34])[CH3:31])[CH2:15][CH2:14]1)[C:6]1[CH:11]=[CH:10][CH:9]=[CH:8][CH:7]=1, predict the reactants needed to synthesize it. (3) Given the product [CH3:9][O:8][C:6]1[N:5]=[C:4]([NH:10][CH2:11][CH2:12][C:13]2[CH:18]=[CH:17][C:16]([O:19][C:20]([F:23])([F:22])[F:21])=[CH:15][CH:14]=2)[CH:3]=[C:2]([N:24]2[CH2:29][CH2:28][O:27][CH2:26][CH2:25]2)[N:7]=1, predict the reactants needed to synthesize it. The reactants are: Cl[C:2]1[N:7]=[C:6]([O:8][CH3:9])[N:5]=[C:4]([NH:10][CH2:11][CH2:12][C:13]2[CH:18]=[CH:17][C:16]([O:19][C:20]([F:23])([F:22])[F:21])=[CH:15][CH:14]=2)[CH:3]=1.[NH:24]1[CH2:29][CH2:28][O:27][CH2:26][CH2:25]1. (4) Given the product [Br:1][C:2]1[CH:3]=[C:4]2[C:17](=[CH:18][N:19]=1)[N:28]([CH:24]([CH2:25][O:26][CH3:27])[CH2:23][O:22][CH3:21])[CH:13]=[C:7]([C:8]([O:10][CH2:11][CH3:12])=[O:9])[C:5]2=[O:6], predict the reactants needed to synthesize it. The reactants are: [Br:1][C:2]1[CH:3]=[C:4]([C:17](F)=[CH:18][N:19]=1)[C:5]([C:7](=[CH:13]N(C)C)[C:8]([O:10][CH2:11][CH3:12])=[O:9])=[O:6].[CH3:21][O:22][CH2:23][CH:24]([NH2:28])[CH2:25][O:26][CH3:27].C(=O)([O-])[O-].[K+].[K+]. (5) Given the product [F:35][C:2]([F:1])([F:34])[C:3]1[CH:4]=[CH:5][C:6]([CH2:9][O:10][C:11]2[CH:12]=[CH:13][C:14]([C@H:17]3[CH2:21][C:20]4([CH2:26][CH2:25][NH:24][CH2:23][CH2:22]4)[O:19][CH2:18]3)=[CH:15][CH:16]=2)=[N:7][CH:8]=1, predict the reactants needed to synthesize it. The reactants are: [F:1][C:2]([F:35])([F:34])[C:3]1[CH:4]=[CH:5][C:6]([CH2:9][O:10][C:11]2[CH:16]=[CH:15][C:14]([C@H:17]3[CH2:21][C:20]4([CH2:26][CH2:25][N:24](C(OC(C)(C)C)=O)[CH2:23][CH2:22]4)[O:19][CH2:18]3)=[CH:13][CH:12]=2)=[N:7][CH:8]=1.C(O)(C(F)(F)F)=O.